Dataset: NCI-60 drug combinations with 297,098 pairs across 59 cell lines. Task: Regression. Given two drug SMILES strings and cell line genomic features, predict the synergy score measuring deviation from expected non-interaction effect. Drug 1: CC(CN1CC(=O)NC(=O)C1)N2CC(=O)NC(=O)C2. Drug 2: CCN(CC)CCCC(C)NC1=C2C=C(C=CC2=NC3=C1C=CC(=C3)Cl)OC. Cell line: LOX IMVI. Synergy scores: CSS=37.7, Synergy_ZIP=-9.53, Synergy_Bliss=-6.60, Synergy_Loewe=-4.32, Synergy_HSA=-3.81.